Dataset: Reaction yield outcomes from USPTO patents with 853,638 reactions. Task: Predict the reaction yield, written as a fraction of the theoretical maximum amount of product (1.0 means a 100% yield; for example, 0.34 means a 34% yield). (1) The reactants are [NH:1]1[C:9]2[C:4](=[CH:5][CH:6]=[CH:7][N:8]=2)[CH:3]=[CH:2]1.[OH-].[Na+].[C:12]([O:16][C:17](=[O:36])[N:18]([CH2:28][C:29]1[CH:34]=[CH:33][C:32]([Cl:35])=[CH:31][CH:30]=1)[C:19]1[CH:24]=[CH:23][C:22]([CH:25]=[O:26])=[C:21]([Cl:27])[N:20]=1)([CH3:15])([CH3:14])[CH3:13].O. The catalyst is CO. The product is [C:12]([O:16][C:17](=[O:36])[N:18]([CH2:28][C:29]1[CH:34]=[CH:33][C:32]([Cl:35])=[CH:31][CH:30]=1)[C:19]1[CH:24]=[CH:23][C:22]([CH:25]([OH:26])[C:3]2[C:4]3[C:9](=[N:8][CH:7]=[CH:6][CH:5]=3)[NH:1][CH:2]=2)=[C:21]([Cl:27])[N:20]=1)([CH3:15])([CH3:13])[CH3:14]. The yield is 0.510. (2) The reactants are [NH:1]1[CH2:6][CH2:5][CH:4]([CH2:7][N:8]2[C:12]3[CH:13]=[CH:14][C:15]([C:17]4[CH:18]=[N:19][N:20]([CH:22]5[CH2:27][CH2:26][CH2:25][CH2:24][O:23]5)[CH:21]=4)=[CH:16][C:11]=3[N:10]=[CH:9]2)[CH2:3][CH2:2]1.[C:28](Cl)(=[O:35])[C:29]1[CH:34]=[CH:33][CH:32]=[CH:31][CH:30]=1.C(N(CC)CC)C.C(OCC)(=O)C. The catalyst is ClCCl.O. The product is [C:29]1([C:28]([N:1]2[CH2:2][CH2:3][CH:4]([CH2:7][N:8]3[C:12]4[CH:13]=[CH:14][C:15]([C:17]5[CH:18]=[N:19][N:20]([CH:22]6[CH2:27][CH2:26][CH2:25][CH2:24][O:23]6)[CH:21]=5)=[CH:16][C:11]=4[N:10]=[CH:9]3)[CH2:5][CH2:6]2)=[O:35])[CH:34]=[CH:33][CH:32]=[CH:31][CH:30]=1. The yield is 0.640. (3) The product is [Br-:1].[CH2:12]([C:9]1[CH:10]=[CH:11][C:6]([CH2:5][CH2:4][CH2:3][CH2:2][N+:16]2[CH:21]=[CH:20][C:19]([CH3:22])=[C:18]([CH3:23])[CH:17]=2)=[CH:7][CH:8]=1)[CH2:13][CH2:14][CH3:15]. The yield is 0.790. The catalyst is C(#N)C. The reactants are [Br:1][CH2:2][CH2:3][CH2:4][CH2:5][C:6]1[CH:11]=[CH:10][C:9]([CH2:12][CH2:13][CH2:14][CH3:15])=[CH:8][CH:7]=1.[N:16]1[CH:21]=[CH:20][C:19]([CH3:22])=[C:18]([CH3:23])[CH:17]=1. (4) The reactants are [F:1][C:2]1[CH:10]=[C:9]([F:11])[CH:8]=[C:7]([F:12])[C:3]=1[C:4](Cl)=[O:5].[NH2:13][C:14]1[CH:19]=[CH:18][CH:17]=[C:16]([NH2:20])[N:15]=1.O1CCOCC1. The catalyst is C(Cl)Cl. The product is [NH2:13][C:14]1[N:15]=[C:16]([NH:20][C:4](=[O:5])[C:3]2[C:2]([F:1])=[CH:10][C:9]([F:11])=[CH:8][C:7]=2[F:12])[CH:17]=[CH:18][CH:19]=1. The yield is 0.740. (5) The reactants are CCN(C(C)C)[CH:4]([CH3:6])[CH3:5].[ClH:10].[NH2:11][CH2:12][C@@H:13]1[CH2:17][CH2:16][N:15]([C:18]2[C:23]([Br:24])=[CH:22][N:21]=[C:20]3[NH:25][CH:26]=[C:27]([NH:28][C:29](=[O:36])[C:30]4[CH:35]=[CH:34][CH:33]=[N:32][CH:31]=4)[C:19]=23)[CH2:14]1.CC(=O)C.[BH-](OC(C)=O)(OC(C)=O)OC(C)=O.[Na+].C([O-])([O-])=O.[Na+].[Na+]. The catalyst is C(Cl)Cl.CN(C=O)C. The product is [ClH:10].[Br:24][C:23]1[C:18]([N:15]2[CH2:16][CH2:17][C@@H:13]([CH2:12][NH:11][CH:4]([CH3:6])[CH3:5])[CH2:14]2)=[C:19]2[C:27]([NH:28][C:29](=[O:36])[C:30]3[CH:35]=[CH:34][CH:33]=[N:32][CH:31]=3)=[CH:26][NH:25][C:20]2=[N:21][CH:22]=1. The yield is 0.530.